From a dataset of Reaction yield outcomes from USPTO patents with 853,638 reactions. Predict the reaction yield, written as a fraction of the theoretical maximum amount of product (1.0 means a 100% yield; for example, 0.34 means a 34% yield). (1) The reactants are [O:1]1[CH2:6][CH2:5][CH2:4][CH2:3][CH:2]1[N:7]1[C:15]2[C:10](=[CH:11][C:12]([C:16]3[N:20]=[CH:19][N:18]([C:21]([C:34]4[CH:39]=[CH:38][CH:37]=[CH:36][CH:35]=4)([C:28]4[CH:33]=[CH:32][CH:31]=[CH:30][CH:29]=4)[C:22]4[CH:27]=[CH:26][CH:25]=[CH:24][CH:23]=4)[N:17]=3)=[CH:13][CH:14]=2)[C:9]([C:40]2[CH:41]=[C:42]([NH2:46])[CH:43]=[CH:44][CH:45]=2)=[N:8]1.[CH3:47][O:48][CH2:49][C:50](Cl)=[O:51].C(N(CC)CC)C. The catalyst is O1CCCC1. The product is [CH3:47][O:48][CH2:49][C:50]([NH:46][C:42]1[CH:43]=[CH:44][CH:45]=[C:40]([C:9]2[C:10]3[C:15](=[CH:14][CH:13]=[C:12]([C:16]4[N:20]=[CH:19][N:18]([C:21]([C:28]5[CH:33]=[CH:32][CH:31]=[CH:30][CH:29]=5)([C:22]5[CH:27]=[CH:26][CH:25]=[CH:24][CH:23]=5)[C:34]5[CH:35]=[CH:36][CH:37]=[CH:38][CH:39]=5)[N:17]=4)[CH:11]=3)[N:7]([CH:2]3[CH2:3][CH2:4][CH2:5][CH2:6][O:1]3)[N:8]=2)[CH:41]=1)=[O:51]. The yield is 0.990. (2) The reactants are C([O:3][C:4](=O)[C:5]1[CH:10]=[CH:9][C:8]([N:11]2[C:15]([NH:16][C:17]([NH:19][C:20]3[C:29]4[C:24](=[CH:25][CH:26]=[CH:27][CH:28]=4)[CH:23]=[CH:22][CH:21]=3)=[O:18])=[CH:14][C:13]([C:30](C)([CH3:32])[CH3:31])=[N:12]2)=[CH:7][CH:6]=1)C.[H-].[H-].[H-].[H-].[Li+].[Al+3]. The catalyst is C1COCC1. The product is [OH:3][CH2:4][C:5]1[CH:10]=[CH:9][C:8]([N:11]2[C:15]([NH:16][C:17]([NH:19][C:20]3[C:29]4[C:24](=[CH:25][CH:26]=[CH:27][CH:28]=4)[CH:23]=[CH:22][CH:21]=3)=[O:18])=[CH:14][C:13]([CH:30]([CH3:32])[CH3:31])=[N:12]2)=[CH:7][CH:6]=1. The yield is 0.920. (3) The reactants are Br[C:2]1[N:3]=[CH:4][C:5]2[C:10]([CH:11]=1)=[CH:9][CH:8]=[CH:7][CH:6]=2.N#N.[CH3:14][N:15](C=O)C. The catalyst is C1C=CC([P]([Pd]([P](C2C=CC=CC=2)(C2C=CC=CC=2)C2C=CC=CC=2)([P](C2C=CC=CC=2)(C2C=CC=CC=2)C2C=CC=CC=2)[P](C2C=CC=CC=2)(C2C=CC=CC=2)C2C=CC=CC=2)(C2C=CC=CC=2)C2C=CC=CC=2)=CC=1.[C-]#N.[C-]#N.[Zn+2]. The product is [CH:4]1[C:5]2[C:10](=[CH:9][CH:8]=[CH:7][CH:6]=2)[C:11]([C:14]#[N:15])=[CH:2][N:3]=1. The yield is 0.274.